The task is: Regression. Given a peptide amino acid sequence and an MHC pseudo amino acid sequence, predict their binding affinity value. This is MHC class II binding data.. This data is from Peptide-MHC class II binding affinity with 134,281 pairs from IEDB. (1) The binding affinity (normalized) is 0.272. The peptide sequence is PQIIKEAINRRLRTAVLA. The MHC is DRB1_1101 with pseudo-sequence DRB1_1101. (2) The peptide sequence is SSPDNVKPLYIITPT. The MHC is HLA-DQA10101-DQB10501 with pseudo-sequence HLA-DQA10101-DQB10501. The binding affinity (normalized) is 0. (3) The peptide sequence is NSTCYVFGLYNHNNTTYC. The MHC is DRB1_0101 with pseudo-sequence DRB1_0101. The binding affinity (normalized) is 0. (4) The peptide sequence is STWYGKPTAAGPKDN. The MHC is HLA-DQA10501-DQB10201 with pseudo-sequence HLA-DQA10501-DQB10201. The binding affinity (normalized) is 0.0570. (5) The peptide sequence is FDELELDPPEIEPGV. The MHC is DRB5_0101 with pseudo-sequence DRB5_0101. The binding affinity (normalized) is 0.0932. (6) The peptide sequence is GWSSLGREYAAVAEE. The MHC is HLA-DQA10301-DQB10302 with pseudo-sequence HLA-DQA10301-DQB10302. The binding affinity (normalized) is 0.413. (7) The peptide sequence is EWEFVNTPPLVKLWY. The MHC is HLA-DPA10201-DPB11401 with pseudo-sequence HLA-DPA10201-DPB11401. The binding affinity (normalized) is 0.345. (8) The peptide sequence is NVGFKAAVAAAASVP. The MHC is DRB5_0101 with pseudo-sequence DRB5_0101. The binding affinity (normalized) is 0.780. (9) The peptide sequence is TARLNSLGEAWTGGG. The MHC is DRB1_0405 with pseudo-sequence DRB1_0405. The binding affinity (normalized) is 0.226. (10) The peptide sequence is APSGRIVMELYADVV. The MHC is HLA-DQA10201-DQB10202 with pseudo-sequence HLA-DQA10201-DQB10202. The binding affinity (normalized) is 0.568.